Dataset: Catalyst prediction with 721,799 reactions and 888 catalyst types from USPTO. Task: Predict which catalyst facilitates the given reaction. (1) The catalyst class is: 100. Reactant: [C:1]1(=[O:8])[CH2:6][CH2:5][CH2:4][C:3](=[O:7])[CH2:2]1.[CH3:9][CH:10]=O.CCOC(C1CC(C(OCC)=O)=C(C)NC=1C)=O.N1C=CC=CC=1. Product: [CH2:9]([CH:2]1[C:3](=[O:7])[CH2:4][CH2:5][CH2:6][C:1]1=[O:8])[CH3:10]. (2) Reactant: [CH2:1]([O:3][C:4]1[C:8]([CH2:9][CH2:10][CH2:11][OH:12])=[CH:7][N:6]([C:13]2[CH:18]=[CH:17][C:16]([C:19]([F:22])([F:21])[F:20])=[CH:15][N:14]=2)[N:5]=1)[CH3:2].O[C:24]1[CH:28]=[C:27]([CH2:29][CH2:30][C:31]([O:33]CC)=[O:32])[N:26]([CH3:36])[N:25]=1.C(P(CCCC)CCCC)CCC.N(C(N1CCCCC1)=O)=NC(N1CCCCC1)=O. Product: [CH2:1]([O:3][C:4]1[C:8]([CH2:9][CH2:10][CH2:11][O:12][C:24]2[CH:28]=[C:27]([CH2:29][CH2:30][C:31]([OH:33])=[O:32])[N:26]([CH3:36])[N:25]=2)=[CH:7][N:6]([C:13]2[CH:18]=[CH:17][C:16]([C:19]([F:21])([F:20])[F:22])=[CH:15][N:14]=2)[N:5]=1)[CH3:2]. The catalyst class is: 7.